Dataset: Forward reaction prediction with 1.9M reactions from USPTO patents (1976-2016). Task: Predict the product of the given reaction. Given the reactants [N:1]1[CH:6]=[CH:5][CH:4]=[CH:3][C:2]=1[CH2:7][OH:8].C(N(CC)CC)C.[S:16](Cl)([CH3:19])(=[O:18])=[O:17], predict the reaction product. The product is: [N:1]1[CH:6]=[CH:5][CH:4]=[CH:3][C:2]=1[CH2:7][O:8][S:16]([CH3:19])(=[O:18])=[O:17].